Task: Predict the reaction yield, written as a fraction of the theoretical maximum amount of product (1.0 means a 100% yield; for example, 0.34 means a 34% yield).. Dataset: Reaction yield outcomes from USPTO patents with 853,638 reactions (1) The reactants are [CH3:1][O:2][C:3]([C:5]1([C:9]2[CH:14]=[CH:13][C:12]([NH:15][C:16]3[C:21]4[CH2:22][CH2:23][CH2:24][C:20]=4[N:19]=[C:18](Cl)[N:17]=3)=[CH:11][CH:10]=2)[CH2:8][CH2:7][CH2:6]1)=[O:4].Cl.[F:27][C:28]1([F:34])[CH2:33][CH2:32][NH:31][CH2:30][CH2:29]1.C(N(C(C)C)CC)(C)C.CCOCC. The product is [CH3:1][O:2][C:3]([C:5]1([C:9]2[CH:14]=[CH:13][C:12]([NH:15][C:16]3[C:21]4[CH2:22][CH2:23][CH2:24][C:20]=4[N:19]=[C:18]([N:31]4[CH2:32][CH2:33][C:28]([F:34])([F:27])[CH2:29][CH2:30]4)[N:17]=3)=[CH:11][CH:10]=2)[CH2:8][CH2:7][CH2:6]1)=[O:4]. The yield is 0.770. The catalyst is C(O)(C)C. (2) The reactants are [CH2:1]([NH:8][NH:9][C:10]([C@@H:12]1[CH2:16][C@@H:15]([S:17][C:18]([C:31]2[CH:36]=[CH:35][CH:34]=[CH:33][CH:32]=2)([C:25]2[CH:30]=[CH:29][CH:28]=[CH:27][CH:26]=2)[C:19]2[CH:24]=[CH:23][CH:22]=[CH:21][CH:20]=2)[CH2:14][N:13]1[S:37]([C:40]1[CH:49]=[CH:48][C:47]2[C:42](=[CH:43][CH:44]=[CH:45][CH:46]=2)[CH:41]=1)(=[O:39])=[O:38])=[O:11])[C:2]1[CH:7]=[CH:6][CH:5]=[CH:4][CH:3]=1.C(N(CC)C(C)C)(C)C.[CH3:59][O:60][C:61]1[CH:66]=[CH:65][C:64]([S:67](Cl)(=[O:69])=[O:68])=[CH:63][CH:62]=1. The catalyst is C(Cl)Cl. The product is [CH2:1]([N:8]([S:67]([C:64]1[CH:63]=[CH:62][C:61]([O:60][CH3:59])=[CH:66][CH:65]=1)(=[O:69])=[O:68])[NH:9][C:10]([C@@H:12]1[CH2:16][C@@H:15]([S:17][C:18]([C:31]2[CH:32]=[CH:33][CH:34]=[CH:35][CH:36]=2)([C:19]2[CH:20]=[CH:21][CH:22]=[CH:23][CH:24]=2)[C:25]2[CH:30]=[CH:29][CH:28]=[CH:27][CH:26]=2)[CH2:14][N:13]1[S:37]([C:40]1[CH:49]=[CH:48][C:47]2[C:42](=[CH:43][CH:44]=[CH:45][CH:46]=2)[CH:41]=1)(=[O:39])=[O:38])=[O:11])[C:2]1[CH:7]=[CH:6][CH:5]=[CH:4][CH:3]=1. The yield is 0.610. (3) The reactants are [CH2:1]([C:3]1[C:8](=[O:9])[NH:7][C:6]([CH3:10])=[C:5]([C:11]2[S:15][C:14]([S:16]([Cl:19])(=[O:18])=[O:17])=[CH:13][CH:12]=2)[CH:4]=1)[CH3:2].[CH3:20][NH:21][CH:22]1[CH2:26][CH2:25][N:24]([CH3:27])[CH2:23]1. No catalyst specified. The product is [ClH:19].[CH3:20][N:21]([CH:22]1[CH2:26][CH2:25][N:24]([CH3:27])[CH2:23]1)[S:16]([C:14]1[S:15][C:11]([C:5]2[CH:4]=[C:3]([CH2:1][CH3:2])[C:8](=[O:9])[NH:7][C:6]=2[CH3:10])=[CH:12][CH:13]=1)(=[O:18])=[O:17]. The yield is 0.900. (4) The catalyst is CN(C)C=O. The reactants are [NH2:1][C:2]1[C:7]([F:8])=[CH:6][N:5]([S:9]([C:12]2[CH:17]=[CH:16][CH:15]=[CH:14][CH:13]=2)(=[O:11])=[O:10])[C:4](=[O:18])[N:3]=1.[C:19](=O)([O-])[O-].[K+].[K+].IC. The yield is 0.500. The product is [C:12]1([S:9]([N:5]2[CH:6]=[C:7]([F:8])[C:2](=[NH:1])[N:3]([CH3:19])[C:4]2=[O:18])(=[O:10])=[O:11])[CH:17]=[CH:16][CH:15]=[CH:14][CH:13]=1. (5) The reactants are Br[C:2]1[N:6]2[N:7]=[CH:8][CH:9]=[N:10][C:5]2=[N:4][CH:3]=1.P([O-])([O-])([O-])=O.[K+].[K+].[K+].[F:19][C:20]1[CH:25]=[CH:24][C:23](B2OC(C)(C)C(C)(C)O2)=[CH:22][C:21]=1[C:35]1[C:36]([C:41]#[N:42])=[CH:37][CH:38]=[CH:39][CH:40]=1. The catalyst is CN(C)C(=O)C.C1C=CC([P]([Pd]([P](C2C=CC=CC=2)(C2C=CC=CC=2)C2C=CC=CC=2)([P](C2C=CC=CC=2)(C2C=CC=CC=2)C2C=CC=CC=2)[P](C2C=CC=CC=2)(C2C=CC=CC=2)C2C=CC=CC=2)(C2C=CC=CC=2)C2C=CC=CC=2)=CC=1. The product is [F:19][C:20]1[CH:25]=[CH:24][C:23]([C:2]2[N:6]3[N:7]=[CH:8][CH:9]=[N:10][C:5]3=[N:4][CH:3]=2)=[CH:22][C:21]=1[C:35]1[C:36]([C:41]#[N:42])=[CH:37][CH:38]=[CH:39][CH:40]=1. The yield is 0.240. (6) The reactants are [CH2:1]([O:8][CH2:9][CH2:10][N:11]1[CH2:16][CH2:15][N:14]([C:17]2[CH:25]=[CH:24][C:20]([C:21]([OH:23])=[O:22])=[CH:19][C:18]=2/[CH:26]=[CH:27]\[CH3:28])[CH2:13][CH2:12]1)[C:2]1[CH:7]=[CH:6][CH:5]=[CH:4][CH:3]=1.[F:29][C:30]1[C:35](O)=[C:34]([F:37])[C:33]([F:38])=[C:32]([F:39])[C:31]=1[F:40].C1(N=C=NC2CCCCC2)CCCCC1.O. The catalyst is C(OCC)(=O)C. The product is [CH2:1]([O:8][CH2:9][CH2:10][N:11]1[CH2:12][CH2:13][N:14]([C:17]2[CH:25]=[CH:24][C:20]([C:21]([O:23][C:35]3[C:34]([F:37])=[C:33]([F:38])[C:32]([F:39])=[C:31]([F:40])[C:30]=3[F:29])=[O:22])=[CH:19][C:18]=2/[CH:26]=[CH:27]\[CH3:28])[CH2:15][CH2:16]1)[C:2]1[CH:3]=[CH:4][CH:5]=[CH:6][CH:7]=1. The yield is 0.860.